Regression. Given two drug SMILES strings and cell line genomic features, predict the synergy score measuring deviation from expected non-interaction effect. From a dataset of NCI-60 drug combinations with 297,098 pairs across 59 cell lines. (1) Drug 1: C1CCC(CC1)NC(=O)N(CCCl)N=O. Drug 2: COCCOC1=C(C=C2C(=C1)C(=NC=N2)NC3=CC=CC(=C3)C#C)OCCOC.Cl. Cell line: UACC62. Synergy scores: CSS=33.6, Synergy_ZIP=-6.48, Synergy_Bliss=0.109, Synergy_Loewe=0.777, Synergy_HSA=1.39. (2) Drug 2: CC1C(C(CC(O1)OC2CC(CC3=C2C(=C4C(=C3O)C(=O)C5=C(C4=O)C(=CC=C5)OC)O)(C(=O)CO)O)N)O.Cl. Synergy scores: CSS=29.1, Synergy_ZIP=-2.67, Synergy_Bliss=-6.13, Synergy_Loewe=-25.8, Synergy_HSA=-4.52. Cell line: HCT116. Drug 1: CS(=O)(=O)OCCCCOS(=O)(=O)C. (3) Drug 1: C1=C(C(=O)NC(=O)N1)N(CCCl)CCCl. Drug 2: CN(CCCl)CCCl.Cl. Cell line: A498. Synergy scores: CSS=21.7, Synergy_ZIP=-7.53, Synergy_Bliss=1.66, Synergy_Loewe=-1.58, Synergy_HSA=1.11. (4) Drug 1: CC12CCC3C(C1CCC2=O)CC(=C)C4=CC(=O)C=CC34C. Drug 2: CC1=CC2C(CCC3(C2CCC3(C(=O)C)OC(=O)C)C)C4(C1=CC(=O)CC4)C. Cell line: KM12. Synergy scores: CSS=54.3, Synergy_ZIP=1.69, Synergy_Bliss=-1.93, Synergy_Loewe=-28.7, Synergy_HSA=-1.72.